This data is from Full USPTO retrosynthesis dataset with 1.9M reactions from patents (1976-2016). The task is: Predict the reactants needed to synthesize the given product. (1) Given the product [F:1][C:2]([F:7])([F:6])[C:3]([O-:5])=[O:4].[OH:67][CH2:66][CH2:65][O:64][CH2:63][CH2:62][O:61][CH2:60][CH2:59][O:58][CH2:57][CH2:56][CH2:55][CH2:54][CH2:53][CH2:52][CH2:51][CH2:50][CH2:49][CH2:48][CH2:47][S:46][S:8][CH2:9][CH2:10][CH2:11][CH2:12][CH2:13][CH2:14][CH2:15][CH2:16][CH2:17][CH2:18][CH2:19][O:20][CH2:21][CH2:22][O:23][CH2:24][CH2:25][O:26][CH2:27][CH2:28][O:29][CH2:30][CH2:31][O:32][CH2:33][CH2:34][O:35][CH2:36][CH2:37][NH3+:38], predict the reactants needed to synthesize it. The reactants are: [F:1][C:2]([F:7])([F:6])[C:3]([O-:5])=[O:4].[SH:8][CH2:9][CH2:10][CH2:11][CH2:12][CH2:13][CH2:14][CH2:15][CH2:16][CH2:17][CH2:18][CH2:19][O:20][CH2:21][CH2:22][O:23][CH2:24][CH2:25][O:26][CH2:27][CH2:28][O:29][CH2:30][CH2:31][O:32][CH2:33][CH2:34][O:35][CH2:36][CH2:37][NH3+:38].N1C=CC=CC=1S[S:46][CH2:47][CH2:48][CH2:49][CH2:50][CH2:51][CH2:52][CH2:53][CH2:54][CH2:55][CH2:56][CH2:57][O:58][CH2:59][CH2:60][O:61][CH2:62][CH2:63][O:64][CH2:65][CH2:66][OH:67]. (2) Given the product [CH2:20]([O:19][C:11]1[CH:12]=[C:13]([O:16][CH2:17][CH3:18])[CH:14]=[CH:15][C:10]=1[N:7]1[C:8]([CH3:9])=[C:4]2[C:5]([C:23]([CH3:24])=[N:26][N:27]=[C:1]2[CH3:2])=[C:6]1[CH3:22])[CH3:21], predict the reactants needed to synthesize it. The reactants are: [C:1]([C:4]1[C:5]([C:23](=O)[CH3:24])=[C:6]([CH3:22])[N:7]([C:10]2[CH:15]=[CH:14][C:13]([O:16][CH2:17][CH3:18])=[CH:12][C:11]=2[O:19][CH2:20][CH3:21])[C:8]=1[CH3:9])(=O)[CH3:2].[NH2:26][NH2:27]. (3) Given the product [CH3:25][N:26]1[CH:30]=[C:29]([C:2]2[CH:3]=[C:4]3[C:21](=[CH:22][CH:23]=2)[O:20][C:7]2([CH2:12][CH2:11][N:10]([C:13]([O:15][C:16]([CH3:18])([CH3:17])[CH3:19])=[O:14])[CH2:9][CH2:8]2)[CH2:6][C:5]3=[O:24])[CH:28]=[N:27]1, predict the reactants needed to synthesize it. The reactants are: Br[C:2]1[CH:3]=[C:4]2[C:21](=[CH:22][CH:23]=1)[O:20][C:7]1([CH2:12][CH2:11][N:10]([C:13]([O:15][C:16]([CH3:19])([CH3:18])[CH3:17])=[O:14])[CH2:9][CH2:8]1)[CH2:6][C:5]2=[O:24].[CH3:25][N:26]1[CH:30]=[C:29](B2OC(C)(C)C(C)(C)O2)[CH:28]=[N:27]1.O. (4) Given the product [F:37][CH:25]([F:24])[CH:26]1[N:27]([C:2]2[N:7]=[C:6]([NH:8][C:9]3[CH:10]=[N:11][CH:12]=[N:13][CH:14]=3)[C:5]([N+:15]([O-:17])=[O:16])=[C:4]([N:18]3[CH2:23][CH2:22][O:21][CH2:20][CH2:19]3)[N:3]=2)[C:28]2[C:34]([O:35][CH3:36])=[CH:33][CH:32]=[CH:31][C:29]=2[NH:30]1, predict the reactants needed to synthesize it. The reactants are: Cl[C:2]1[N:7]=[C:6]([NH:8][C:9]2[CH:10]=[N:11][CH:12]=[N:13][CH:14]=2)[C:5]([N+:15]([O-:17])=[O:16])=[C:4]([N:18]2[CH2:23][CH2:22][O:21][CH2:20][CH2:19]2)[N:3]=1.[F:24][CH:25]([F:37])[C:26]1[NH:30][C:29]2[CH:31]=[CH:32][CH:33]=[C:34]([O:35][CH3:36])[C:28]=2[N:27]=1.C([O-])([O-])=O.[K+].[K+].C(Cl)Cl.CCOC(C)=O.